Dataset: Full USPTO retrosynthesis dataset with 1.9M reactions from patents (1976-2016). Task: Predict the reactants needed to synthesize the given product. (1) Given the product [O:16]1[CH:20]=[CH:19][C:18]([C:21]2[N:25]=[C:24]([N:26]3[CH2:27][CH2:28][N:29]([C:8]([NH:7][C:3]4[CH:2]=[N:1][CH:6]=[CH:5][CH:4]=4)=[O:15])[CH2:30][CH2:31]3)[S:23][N:22]=2)=[CH:17]1, predict the reactants needed to synthesize it. The reactants are: [N:1]1[CH:6]=[CH:5][CH:4]=[C:3]([NH:7][C:8](=[O:15])OCC(Cl)(Cl)Cl)[CH:2]=1.[O:16]1[CH:20]=[CH:19][C:18]([C:21]2[N:25]=[C:24]([N:26]3[CH2:31][CH2:30][NH:29][CH2:28][CH2:27]3)[S:23][N:22]=2)=[CH:17]1.C(N(C(C)C)CC)(C)C.O. (2) Given the product [F:31][C:15]1[CH:16]=[C:17]([N:20]2[CH2:24][C@H:23]([CH2:25][NH:26][C:27](=[O:29])[CH3:28])[O:22][C:21]2=[O:30])[CH:18]=[CH:19][C:14]=1[C:11]1[CH:12]=[N:13][C:8]([C:5]2[CH2:4][CH:3]([CH2:2][N:32]3[CH2:37][CH2:36][O:35][CH2:34][CH2:33]3)[O:7][N:6]=2)=[CH:9][CH:10]=1, predict the reactants needed to synthesize it. The reactants are: Cl[CH2:2][CH:3]1[O:7][N:6]=[C:5]([C:8]2[N:13]=[CH:12][C:11]([C:14]3[CH:19]=[CH:18][C:17]([N:20]4[CH2:24][C@H:23]([CH2:25][NH:26][C:27](=[O:29])[CH3:28])[O:22][C:21]4=[O:30])=[CH:16][C:15]=3[F:31])=[CH:10][CH:9]=2)[CH2:4]1.[NH:32]1[CH2:37][CH2:36][O:35][CH2:34][CH2:33]1.